Dataset: Catalyst prediction with 721,799 reactions and 888 catalyst types from USPTO. Task: Predict which catalyst facilitates the given reaction. (1) Reactant: [CH3:1][C:2]1[N:3]=[C:4](/[CH:10]=[CH:11]/[C:12]2[N:13]([CH3:23])[N:14]=[N:15][C:16]=2[C:17]2[CH:22]=[CH:21][CH:20]=[CH:19][N:18]=2)[S:5][C:6]=1[C:7]([OH:9])=O.CN(C(O[N:32]1N=N[C:34]2C=CC=[CH:38][C:33]1=2)=[N+](C)C)C.[B-](F)(F)(F)F.CCN(C(C)C)C(C)C.C(N)(C)C. Product: [CH:33]([NH:32][C:7]([C:6]1[S:5][C:4](/[CH:10]=[CH:11]/[C:12]2[N:13]([CH3:23])[N:14]=[N:15][C:16]=2[C:17]2[CH:22]=[CH:21][CH:20]=[CH:19][N:18]=2)=[N:3][C:2]=1[CH3:1])=[O:9])([CH3:38])[CH3:34]. The catalyst class is: 3. (2) Reactant: [CH3:1][S:2]Cl.[NH2:4][C:5]1[CH:6]=[CH:7][C:8]2[O:12][C:11]([CH2:13][CH2:14][CH2:15][CH3:16])=[C:10]([C:17]([C:19]3[CH:24]=[CH:23][C:22]([O:25][CH2:26][CH2:27][CH2:28][N:29]([CH2:34][CH2:35][CH2:36][CH3:37])[CH2:30][CH2:31][CH2:32][CH3:33])=[CH:21][CH:20]=3)=[O:18])[C:9]=2[CH:38]=1.C[O-].[Na+].O. Product: [CH2:13]([C:11]1[O:12][C:8]2[CH:7]=[CH:6][C:5]([NH:4][S:2][CH3:1])=[CH:38][C:9]=2[C:10]=1[C:17]([C:19]1[CH:20]=[CH:21][C:22]([O:25][CH2:26][CH2:27][CH2:28][N:29]([CH2:30][CH2:31][CH2:32][CH3:33])[CH2:34][CH2:35][CH2:36][CH3:37])=[CH:23][CH:24]=1)=[O:18])[CH2:14][CH2:15][CH3:16]. The catalyst class is: 5.